From a dataset of Reaction yield outcomes from USPTO patents with 853,638 reactions. Predict the reaction yield, written as a fraction of the theoretical maximum amount of product (1.0 means a 100% yield; for example, 0.34 means a 34% yield). (1) The yield is 0.240. The catalyst is COCCOC.C1C=CC([P]([Pd]([P](C2C=CC=CC=2)(C2C=CC=CC=2)C2C=CC=CC=2)([P](C2C=CC=CC=2)(C2C=CC=CC=2)C2C=CC=CC=2)[P](C2C=CC=CC=2)(C2C=CC=CC=2)C2C=CC=CC=2)(C2C=CC=CC=2)C2C=CC=CC=2)=CC=1.C1C=CC(P(C2C=CC=CC=2)[C-]2C=CC=C2)=CC=1.C1C=CC(P(C2C=CC=CC=2)[C-]2C=CC=C2)=CC=1.Cl[Pd]Cl.[Fe+2]. The reactants are [CH3:1][CH:2]([CH3:47])[C@H:3]([NH:42][C:43](=[O:46])[O:44][CH3:45])[C:4]([N:6]1[CH2:10][C@@H:9]([CH3:11])[CH2:8][C@H:7]1[C:12]1[NH:16][C:15]2[C:17]3[C:22]([CH:23]=[CH:24][C:14]=2[N:13]=1)=[CH:21][C:20]1[C:25]2[C:30]([CH2:31][O:32][C:19]=1[CH:18]=3)=[CH:29][C:28](B1OC(C)(C)C(C)(C)O1)=[CH:27][CH:26]=2)=[O:5].Br[C:49]1[NH:53][C:52]([C@@H:54]2[CH2:58][CH2:57][CH2:56][N:55]2[C:59]([O:61][C:62]([CH3:65])([CH3:64])[CH3:63])=[O:60])=[N:51][CH:50]=1.C([O-])([O-])=O.[K+].[K+]. The product is [CH3:45][O:44][C:43]([NH:42][C@H:3]([C:4]([N:6]1[CH2:10][C@@H:9]([CH3:11])[CH2:8][C@H:7]1[C:12]1[NH:16][C:15]2[C:17]3[C:22]([CH:23]=[CH:24][C:14]=2[N:13]=1)=[CH:21][C:20]1[C:25]2[C:30]([CH2:31][O:32][C:19]=1[CH:18]=3)=[CH:29][C:28]([C:49]1[NH:53][C:52]([C@@H:54]3[CH2:58][CH2:57][CH2:56][N:55]3[C:59]([O:61][C:62]([CH3:65])([CH3:64])[CH3:63])=[O:60])=[N:51][CH:50]=1)=[CH:27][CH:26]=2)=[O:5])[CH:2]([CH3:1])[CH3:47])=[O:46]. (2) The reactants are [NH2:1][C:2]1[CH:3]=[CH:4][C:5]([N+:11]([O-:13])=[O:12])=[C:6]([CH:10]=1)[C:7]([OH:9])=O.C([N:16]1[CH:20]=[CH:19][N:18]=C1)([N:16]1[CH:20]=[CH:19][N:18]=C1)=O.N1C=CN=C1C(N)=O.C(N)CN. The catalyst is N1C=CC=CC=1.CO.C(Cl)Cl. The product is [NH2:1][C:2]1[CH:3]=[CH:4][C:5]([N+:11]([O-:13])=[O:12])=[C:6]([CH:10]=1)[C:7]([NH:16][CH2:20][CH2:19][NH2:18])=[O:9]. The yield is 0.830. (3) The reactants are C[O-].[Na+].[Na].[CH2:5]([O:12][C:13]1[CH:20]=[CH:19][C:16]([CH:17]=O)=[CH:15][C:14]=1[N+:21]([O-:23])=[O:22])[C:6]1[CH:11]=[CH:10][CH:9]=[CH:8][CH:7]=1.[N:24]([CH2:27][C:28]([O:30][CH3:31])=[O:29])=[N+:25]=[N-:26]. The catalyst is CO.O. The product is [N:24](/[C:27](=[CH:17]\[C:16]1[CH:19]=[CH:20][C:13]([O:12][CH2:5][C:6]2[CH:11]=[CH:10][CH:9]=[CH:8][CH:7]=2)=[C:14]([N+:21]([O-:23])=[O:22])[CH:15]=1)/[C:28]([O:30][CH3:31])=[O:29])=[N+:25]=[N-:26]. The yield is 0.590.